This data is from Catalyst prediction with 721,799 reactions and 888 catalyst types from USPTO. The task is: Predict which catalyst facilitates the given reaction. Reactant: [CH3:1][N:2]([CH3:33])[C:3]1([C:27]2[CH:32]=[CH:31][CH:30]=[CH:29][CH:28]=2)[CH2:8][CH2:7][CH:6]([CH2:9][C:10]([N:12]2[CH2:17][CH2:16][CH2:15][CH:14]([C:18]3[C:26]4[C:21](=[CH:22][CH:23]=[CH:24][CH:25]=4)[NH:20][CH:19]=3)[CH2:13]2)=[O:11])[CH2:5][CH2:4]1.[Cl:34][Si](C)(C)C. Product: [ClH:34].[CH3:33][N:2]([CH3:1])[C:3]1([C:27]2[CH:28]=[CH:29][CH:30]=[CH:31][CH:32]=2)[CH2:8][CH2:7][CH:6]([CH2:9][C:10]([N:12]2[CH2:17][CH2:16][CH2:15][CH:14]([C:18]3[C:26]4[C:21](=[CH:22][CH:23]=[CH:24][CH:25]=4)[NH:20][CH:19]=3)[CH2:13]2)=[O:11])[CH2:5][CH2:4]1. The catalyst class is: 573.